Predict the reaction yield, written as a fraction of the theoretical maximum amount of product (1.0 means a 100% yield; for example, 0.34 means a 34% yield). From a dataset of Reaction yield outcomes from USPTO patents with 853,638 reactions. (1) The reactants are I[C:2]1[C:10]2[C:5](=[N:6][CH:7]=[N:8][C:9]=2[NH2:11])[NH:4][N:3]=1.[F:12][C:13]1[CH:14]=[C:15](B(O)O)[CH:16]=[C:17]([O:19][CH3:20])[CH:18]=1.C(=O)([O-])[O-].[Na+].[Na+].ClCCl. The catalyst is CN(C=O)C.C(O)C.O. The product is [F:12][C:13]1[CH:14]=[C:15]([C:2]2[C:10]3[C:5](=[N:6][CH:7]=[N:8][C:9]=3[NH2:11])[NH:4][N:3]=2)[CH:16]=[C:17]([O:19][CH3:20])[CH:18]=1. The yield is 0.370. (2) The reactants are C(N(CC)C(C)C)(C)C.Cl.Cl.[CH3:12][Si:13]([CH3:40])([CH3:39])[CH2:14][CH2:15][O:16][CH2:17][N:18]1[C:22]2[N:23]=[CH:24][N:25]=[C:26]([C:27]3[CH:28]=[N:29][N:30]([C:32]4([CH2:36][C:37]#[N:38])[CH2:35][NH:34][CH2:33]4)[CH:31]=3)[C:21]=2[CH:20]=[CH:19]1.Cl[C:42]1[N:43]=[CH:44][C:45]([C:48]([NH:50][C@@H:51]([CH:56]2[CH2:58][CH2:57]2)[C:52]([F:55])([F:54])[F:53])=[O:49])=[N:46][CH:47]=1.C([O-])(O)=O.[Na+]. The catalyst is CN1C(=O)CCC1. The product is [C:37]([CH2:36][C:32]1([N:30]2[CH:31]=[C:27]([C:26]3[C:21]4[CH:20]=[CH:19][N:18]([CH2:17][O:16][CH2:15][CH2:14][Si:13]([CH3:39])([CH3:12])[CH3:40])[C:22]=4[N:23]=[CH:24][N:25]=3)[CH:28]=[N:29]2)[CH2:33][N:34]([C:42]2[N:43]=[CH:44][C:45]([C:48]([NH:50][C@@H:51]([CH:56]3[CH2:58][CH2:57]3)[C:52]([F:55])([F:54])[F:53])=[O:49])=[N:46][CH:47]=2)[CH2:35]1)#[N:38]. The yield is 0.590. (3) The reactants are [Cl:1][C:2]1[N:6]([CH3:7])[N:5]=[C:4]([CH3:8])[C:3]=1[CH:9]=[O:10].C(=O)([O-])[O-].[Na+].[Na+].[Cl:17]Cl. The catalyst is ClC1C=CC=CC=1. The product is [Cl:1][C:2]1[N:6]([CH3:7])[N:5]=[C:4]([CH3:8])[C:3]=1[C:9]([Cl:17])=[O:10]. The yield is 0.740. (4) The reactants are [CH2:1]([O:3][C:4]([C:6]1[O:14][C:13]2[CH:12]=[CH:11][N:10]=[C:9]([Cl:15])[C:8]=2[C:7]=1OS(C(F)(F)F)(=O)=O)=[O:5])[CH3:2].[F:24][C:25]1[CH:30]=[C:29]([Si:31]([CH3:34])([CH3:33])[CH3:32])[CH:28]=[CH:27][C:26]=1[NH2:35].C(=O)([O-])[O-].[Cs+].[Cs+]. The yield is 0.820. The product is [CH2:1]([O:3][C:4]([C:6]1[O:14][C:13]2[CH:12]=[CH:11][N:10]=[C:9]([Cl:15])[C:8]=2[C:7]=1[NH:35][C:26]1[CH:27]=[CH:28][C:29]([Si:31]([CH3:33])([CH3:32])[CH3:34])=[CH:30][C:25]=1[F:24])=[O:5])[CH3:2]. The catalyst is C1(C)C=CC=CC=1.C1C=CC(/C=C/C(/C=C/C2C=CC=CC=2)=O)=CC=1.C1C=CC(/C=C/C(/C=C/C2C=CC=CC=2)=O)=CC=1.C1C=CC(/C=C/C(/C=C/C2C=CC=CC=2)=O)=CC=1.[Pd].[Pd].CC1(C)C2C(=C(P(C3C=CC=CC=3)C3C=CC=CC=3)C=CC=2)OC2C(P(C3C=CC=CC=3)C3C=CC=CC=3)=CC=CC1=2. (5) The reactants are [CH3:1][O:2][C:3]1[CH:8]=[CH:7][C:6]([C:9]2([C:12]([OH:14])=[O:13])[CH2:11][CH2:10]2)=[CH:5][CH:4]=1.O.[C:16]1(C)C=CC(S(O)(=O)=O)=CC=1. The catalyst is CO. The product is [CH3:16][O:13][C:12]([C:9]1([C:6]2[CH:5]=[CH:4][C:3]([O:2][CH3:1])=[CH:8][CH:7]=2)[CH2:10][CH2:11]1)=[O:14]. The yield is 0.990. (6) The reactants are C(=O)([O-])[O-].[Na+].[Na+].[CH3:7][O:8][CH2:9][O:10][C:11]1[CH:16]=[C:15]([O:17][CH2:18][O:19][CH3:20])[CH:14]=[CH:13][C:12]=1B(O)O.Br[C:25]1[CH2:30][CH2:29][CH2:28][C:27](=[O:31])[CH:26]=1. The catalyst is C(O)C.C(COC)OC.C1(P(C2C=CC=CC=2)C2C=CC=CC=2)C=CC=CC=1.C1(P(C2C=CC=CC=2)C2C=CC=CC=2)C=CC=CC=1.C1(P(C2C=CC=CC=2)C2C=CC=CC=2)C=CC=CC=1.C1(P(C2C=CC=CC=2)C2C=CC=CC=2)C=CC=CC=1.[Pd]. The product is [CH3:7][O:8][CH2:9][O:10][C:11]1[CH:16]=[C:15]([O:17][CH2:18][O:19][CH3:20])[CH:14]=[CH:13][C:12]=1[C:25]1[CH2:30][CH2:29][CH2:28][C:27](=[O:31])[CH:26]=1. The yield is 0.830.